This data is from Full USPTO retrosynthesis dataset with 1.9M reactions from patents (1976-2016). The task is: Predict the reactants needed to synthesize the given product. (1) Given the product [CH3:21][O:20][C:14]1[CH:13]=[C:12]([C:7]2[CH:8]=[C:9]([CH3:11])[C:10]3[C:2]4[NH:1][C:26](=[O:29])[NH:24][C:22](=[O:23])[C:3]=4[S:4][C:5]=3[N:6]=2)[CH:17]=[CH:16][C:15]=1[O:18][CH3:19], predict the reactants needed to synthesize it. The reactants are: [NH2:1][C:2]1[C:10]2[C:5](=[N:6][C:7]([C:12]3[CH:17]=[CH:16][C:15]([O:18][CH3:19])=[C:14]([O:20][CH3:21])[CH:13]=3)=[CH:8][C:9]=2[CH3:11])[S:4][C:3]=1[C:22]([NH2:24])=[O:23].Cl[C:26]([O:29]C(Cl)=O)(Cl)Cl.N. (2) Given the product [CH2:1]([N:3]([CH:13]1[CH2:18][CH2:17][O:16][CH2:15][CH2:14]1)[C:4]1[S:8][C:7]([C:9]([OH:11])=[O:10])=[CH:6][CH:5]=1)[CH3:2], predict the reactants needed to synthesize it. The reactants are: [CH2:1]([N:3]([CH:13]1[CH2:18][CH2:17][O:16][CH2:15][CH2:14]1)[C:4]1[S:8][C:7]([C:9]([O:11]C)=[O:10])=[CH:6][CH:5]=1)[CH3:2].[Li+].[OH-].